This data is from Reaction yield outcomes from USPTO patents with 853,638 reactions. The task is: Predict the reaction yield, written as a fraction of the theoretical maximum amount of product (1.0 means a 100% yield; for example, 0.34 means a 34% yield). (1) The reactants are Cl[C:2]1[N:3]=[C:4]([NH:18][CH3:19])[C:5]2[CH2:10][CH2:9][CH:8]([C:11]3[CH:16]=[CH:15][C:14]([F:17])=[CH:13][CH:12]=3)[C:6]=2[N:7]=1.[Cl:20][C:21]1[N:22]=[CH:23][N:24]([C:26]2[CH:32]=[CH:31][C:29]([NH2:30])=[CH:28][C:27]=2[O:33][CH3:34])[CH:25]=1. The catalyst is C1COCC1.C(O)(=O)C. The product is [Cl:20][C:21]1[N:22]=[CH:23][N:24]([C:26]2[CH:32]=[CH:31][C:29]([NH:30][C:2]3[N:3]=[C:4]([NH:18][CH3:19])[C:5]4[CH2:10][CH2:9][CH:8]([C:11]5[CH:16]=[CH:15][C:14]([F:17])=[CH:13][CH:12]=5)[C:6]=4[N:7]=3)=[CH:28][C:27]=2[O:33][CH3:34])[CH:25]=1. The yield is 0.404. (2) The reactants are [C:1]1([C:7]2[C:16]3[C:11](=[CH:12][CH:13]=[CH:14][CH:15]=3)[N:10]=[C:9]([NH:17][C:18]3[CH:26]=[CH:25][C:21]([C:22](O)=[O:23])=[CH:20][CH:19]=3)[N:8]=2)[CH:6]=[CH:5][CH:4]=[CH:3][CH:2]=1.[NH2:27][C:28]1[CH:29]=[C:30]([CH:33]=[CH:34][C:35]=1[CH3:36])[C:31]#[N:32].CCN(C(C)C)C(C)C.CN(C(ON1N=NC2C=CC=NC1=2)=[N+](C)C)C.F[P-](F)(F)(F)(F)F. The catalyst is CN(C)C=O.C(OCC)(=O)C. The product is [C:31]([C:30]1[CH:33]=[CH:34][C:35]([CH3:36])=[C:28]([NH:27][C:22](=[O:23])[C:21]2[CH:25]=[CH:26][C:18]([NH:17][C:9]3[N:8]=[C:7]([C:1]4[CH:2]=[CH:3][CH:4]=[CH:5][CH:6]=4)[C:16]4[C:11](=[CH:12][CH:13]=[CH:14][CH:15]=4)[N:10]=3)=[CH:19][CH:20]=2)[CH:29]=1)#[N:32]. The yield is 0.650. (3) The reactants are [Cl:1][C:2]1[CH:7]=[C:6]([O:8][CH3:9])[CH:5]=[C:4]([O:10][CH3:11])[CH:3]=1.CN(CCN(C)C)C.[CH2:20]([O:22]CC)C.[Li]CCCC.Cl. The catalyst is CN(C=O)C. The product is [Cl:1][C:2]1[CH:3]=[C:4]([O:10][CH3:11])[C:5]([CH:20]=[O:22])=[C:6]([O:8][CH3:9])[CH:7]=1. The yield is 0.339. (4) The reactants are [Cl:1][C:2]1[C:3]([O:12][C:13]2[CH:18]=[C:17]([O:19][CH2:20][CH2:21][O:22][CH3:23])[CH:16]=[CH:15][C:14]=2[CH2:24][CH2:25][CH2:26][OH:27])=[N:4][CH:5]=[C:6]([C:8]([F:11])([F:10])[F:9])[CH:7]=1.[S:28]1[CH:32]=[CH:31][CH:30]=[C:29]1[CH2:33][CH2:34][NH:35][S:36]([NH2:39])(=[O:38])=[O:37].N12CCCN=C1CCCCC2.Cl.CN(C)[CH:54]=[O:55]. The catalyst is C(OCC)(=O)C. The product is [S:28]1[CH:32]=[CH:31][CH:30]=[C:29]1[CH2:33][CH2:34][NH:35][S:36]([NH:39][C:54](=[O:55])[O:27][CH2:26][CH2:25][CH2:24][C:14]1[CH:15]=[CH:16][C:17]([O:19][CH2:20][CH2:21][O:22][CH3:23])=[CH:18][C:13]=1[O:12][C:3]1[C:2]([Cl:1])=[CH:7][C:6]([C:8]([F:9])([F:11])[F:10])=[CH:5][N:4]=1)(=[O:38])=[O:37]. The yield is 0.410. (5) The catalyst is CO. The yield is 0.890. The reactants are N.F[C:3](F)(F)[C:4]([NH:6][CH2:7][CH2:8][CH2:9][N:10]([CH3:28])[CH2:11][CH2:12][CH2:13][NH:14][C:15]1[N:16]=[N+:17]([O-:27])[C:18]2[CH:25]=[C:24]([CH3:26])[CH:23]=[CH:22][C:19]=2[N+:20]=1[O-:21])=[O:5].N1(C(C2[CH:39]=[CH:40][CH:41]=[C:42]3[C:47]=2[N:46]=[C:45]([C:48]2[CH:53]=[CH:52][N:51]=[CH:50][CH:49]=2)[CH:44]=[CH:43]3)=O)C=CN=C1. The product is [CH3:28][N:10]([CH2:11][CH2:12][CH2:13][NH:14][C:15]1[N:16]=[N+:17]([O-:27])[C:18]2[CH:25]=[C:24]([CH3:26])[CH:23]=[CH:22][C:19]=2[N+:20]=1[O-:21])[CH2:9][CH2:8][CH2:7][NH:6][C:4]([C:3]1[CH:39]=[CH:40][CH:41]=[C:42]2[C:47]=1[N:46]=[C:45]([C:48]1[CH:53]=[CH:52][N:51]=[CH:50][CH:49]=1)[CH:44]=[CH:43]2)=[O:5].